The task is: Predict the reaction yield, written as a fraction of the theoretical maximum amount of product (1.0 means a 100% yield; for example, 0.34 means a 34% yield).. This data is from Reaction yield outcomes from USPTO patents with 853,638 reactions. (1) The reactants are [Cl:1][C:2]1[C:3]([CH3:18])=[C:4]([NH:10][C@H:11]([C@H:15]([OH:17])[CH3:16])[C:12]([OH:14])=O)[CH:5]=[CH:6][C:7]=1[C:8]#[N:9].[OH:19][C:20]1[CH:29]=[CH:28][C:23]([C:24]([NH:26][NH2:27])=[O:25])=[CH:22][CH:21]=1.ClC1C(C)=C(N[C@H]([C@@H](O)C)C(NNC(=O)C2C=CC=CC=2)=O)C=CC=1C#N. The catalyst is C(Cl)Cl. The product is [Cl:1][C:2]1[C:3]([CH3:18])=[C:4]([NH:10][C@H:11]([C@H:15]([OH:17])[CH3:16])[C:12]([NH:27][NH:26][C:24](=[O:25])[C:23]2[CH:28]=[CH:29][C:20]([OH:19])=[CH:21][CH:22]=2)=[O:14])[CH:5]=[CH:6][C:7]=1[C:8]#[N:9]. The yield is 0.620. (2) The reactants are [F:1][C:2]1([F:13])[C:11](=[O:12])[N:5]2C(C)(C)[O:7][CH2:8][C@@H:4]2[CH2:3]1.Cl. The catalyst is CO.O1CCOCC1. The product is [F:1][C:2]1([F:13])[CH2:3][C@@H:4]([CH2:8][OH:7])[NH:5][C:11]1=[O:12]. The yield is 0.750. (3) The reactants are Br[C:2]1[CH:7]=[C:6]([CH3:8])[CH:5]=[CH:4][C:3]=1[O:9][CH3:10].[B:11]1([B:11]2[O:15][C:14]([CH3:17])([CH3:16])[C:13]([CH3:19])([CH3:18])[O:12]2)[O:15][C:14]([CH3:17])([CH3:16])[C:13]([CH3:19])([CH3:18])[O:12]1.C([O-])(=O)C.[K+]. The catalyst is O1CCOCC1.C1(P(C2C=CC=CC=2)[C-]2C=CC=C2)C=CC=CC=1.[C-]1(P(C2C=CC=CC=2)C2C=CC=CC=2)C=CC=C1.[Fe+2]. The product is [CH3:10][O:9][C:3]1[CH:4]=[CH:5][C:6]([CH3:8])=[CH:7][C:2]=1[B:11]1[O:15][C:14]([CH3:17])([CH3:16])[C:13]([CH3:19])([CH3:18])[O:12]1. The yield is 0.910.